Dataset: Catalyst prediction with 721,799 reactions and 888 catalyst types from USPTO. Task: Predict which catalyst facilitates the given reaction. (1) Reactant: [CH3:1][O:2][C:3]1[CH:12]=[C:11]2[C:6]([CH:7]=[CH:8][C:9](=[O:36])[N:10]2[CH2:13][CH2:14][CH2:15][C:16]2([C:31]([O:33]CC)=[O:32])[CH2:21][CH2:20][N:19]([CH2:22][CH2:23][S:24][C:25]3[CH:30]=[CH:29][CH:28]=[CH:27][CH:26]=3)[CH2:18][CH2:17]2)=[CH:5][CH:4]=1.[OH-].[Na+]. Product: [CH3:1][O:2][C:3]1[CH:12]=[C:11]2[C:6]([CH:7]=[CH:8][C:9](=[O:36])[N:10]2[CH2:13][CH2:14][CH2:15][C:16]2([C:31]([OH:33])=[O:32])[CH2:17][CH2:18][N:19]([CH2:22][CH2:23][S:24][C:25]3[CH:26]=[CH:27][CH:28]=[CH:29][CH:30]=3)[CH2:20][CH2:21]2)=[CH:5][CH:4]=1. The catalyst class is: 8. (2) Reactant: [CH3:1][O:2][C:3]1[CH:4]=[C:5]([C:11]2[C@@H:20]3[C@@H:15]([CH2:16][CH2:17][CH2:18][CH2:19]3)[C:14](=[O:21])[N:13]([CH:22]3[CH2:27][CH2:26][N:25]([C:28](=[O:44])[C@@H:29]([NH:36]C(=O)OC(C)(C)C)[CH2:30][N:31]4[CH:35]=[CH:34][CH:33]=[N:32]4)[CH2:24][CH2:23]3)[N:12]=2)[CH:6]=[CH:7][C:8]=1[O:9][CH3:10].FC(F)(F)C(O)=O. Product: [NH2:36][C@@H:29]([CH2:30][N:31]1[CH:35]=[CH:34][CH:33]=[N:32]1)[C:28]([N:25]1[CH2:24][CH2:23][CH:22]([N:13]2[N:12]=[C:11]([C:5]3[CH:6]=[CH:7][C:8]([O:9][CH3:10])=[C:3]([O:2][CH3:1])[CH:4]=3)[C@@H:20]3[C@@H:15]([CH2:16][CH2:17][CH2:18][CH2:19]3)[C:14]2=[O:21])[CH2:27][CH2:26]1)=[O:44]. The catalyst class is: 2. (3) Reactant: C[O-].[Na+].[CH2:4]([C:11]12[C:27]3[C:23](=[CH:24][N:25]([CH3:28])[N:26]=3)[CH2:22][CH2:21][CH:12]1[CH:13]([CH3:20])[C:14]1[O:18][N:17]=[CH:16][C:15]=1[CH2:19]2)[C:5]1[CH:10]=[CH:9][CH:8]=[CH:7][CH:6]=1. Product: [CH2:4]([C:11]12[CH2:19][CH:15]([C:16]#[N:17])[C:14](=[O:18])[CH:13]([CH3:20])[CH:12]1[CH2:21][CH2:22][C:23]1[C:27]2=[N:26][N:25]([CH3:28])[CH:24]=1)[C:5]1[CH:6]=[CH:7][CH:8]=[CH:9][CH:10]=1. The catalyst class is: 83. (4) Reactant: [CH3:1][NH:2][CH3:3].[H-].[Na+].C([O:8][C:9]([C:11]1[O:12][C:13]([CH2:16]Cl)=[CH:14][CH:15]=1)=[O:10])C. Product: [CH3:1][N:2]([CH2:16][C:13]1[O:12][C:11]([C:9]([OH:10])=[O:8])=[CH:15][CH:14]=1)[CH3:3]. The catalyst class is: 3. (5) Reactant: [CH2:1]([N:8]1[C:13](=[O:14])[C:12]2[N:15]=[C:16](Br)[S:17][C:11]=2[N:10]=[C:9]1[CH:19]([NH:22][CH2:23][CH2:24][N:25]([CH3:27])[CH3:26])[CH2:20][CH3:21])[C:2]1[CH:7]=[CH:6][CH:5]=[CH:4][CH:3]=1. Product: [CH2:1]([N:8]1[C:13](=[O:14])[C:12]2[N:15]=[CH:16][S:17][C:11]=2[N:10]=[C:9]1[CH:19]([NH:22][CH2:23][CH2:24][N:25]([CH3:27])[CH3:26])[CH2:20][CH3:21])[C:2]1[CH:7]=[CH:6][CH:5]=[CH:4][CH:3]=1. The catalyst class is: 29. (6) Product: [CH:23]1([N:22]2[C:21]3[CH:29]=[CH:30][C:31]([C:33]([OH:35])=[O:34])=[CH:32][C:20]=3[N:19]=[C:18]2[C:13]2[CH:14]=[C:15]3[C:10](=[CH:11][CH:12]=2)[N:9]=[C:8]([C:6]2[CH:7]=[CH:2][C:3]([OH:37])=[CH:4][C:5]=2[OH:36])[CH:17]=[CH:16]3)[CH2:28][CH2:27][CH2:26][CH2:25][CH2:24]1. Reactant: Br[C:2]1[CH:3]=[CH:4][C:5]([OH:36])=[C:6]([C:8]2[CH:17]=[CH:16][C:15]3[C:10](=[CH:11][CH:12]=[C:13]([C:18]4[N:22]([CH:23]5[CH2:28][CH2:27][CH2:26][CH2:25][CH2:24]5)[C:21]5[CH:29]=[CH:30][C:31]([C:33]([OH:35])=[O:34])=[CH:32][C:20]=5[N:19]=4)[CH:14]=3)[N:9]=2)[CH:7]=1.[OH:37]C1C=C(O)C=CC=1C(=O)C.[OH-].[K+]. The catalyst class is: 8.